Dataset: Catalyst prediction with 721,799 reactions and 888 catalyst types from USPTO. Task: Predict which catalyst facilitates the given reaction. (1) Reactant: [Li]CCCC.Br[C:7]1[N:8]([CH2:14][O:15][CH2:16][CH2:17][Si:18]([CH3:21])([CH3:20])[CH3:19])[C:9](Cl)=[C:10]([Cl:12])[N:11]=1.CS[S:24][CH3:25].CN([CH:29]=[O:30])C. Product: [Cl:12][C:10]1[N:11]=[C:7]([S:24][CH3:25])[N:8]([CH2:14][O:15][CH2:16][CH2:17][Si:18]([CH3:21])([CH3:20])[CH3:19])[C:9]=1[CH:29]=[O:30]. The catalyst class is: 7. (2) Reactant: FC(F)(F)S(O[C:7]1[CH:22]=[CH:21][C:10]2[S:11][C:12]3[S:16][C:15]4[CH:17]=[CH:18][CH:19]=[CH:20][C:14]=4[C:13]=3[C:9]=2[CH:8]=1)(=O)=O.C1(P(C2CCCCC2)C2C=CC=CC=2C2C(OC)=CC=CC=2OC)CCCCC1.[CH:54]1[C:62]2[C:61]3[CH:63]=[CH:64][CH:65]=[CH:66][C:60]=3[S:59][C:58]=2[C:57]([C:67]2[CH:68]=[C:69]([C:73]3[CH:78]=[CH:77][CH:76]=[C:75](B4OC(C)(C)C(C)(C)O4)[CH:74]=3)[CH:70]=[CH:71][CH:72]=2)=[CH:56][CH:55]=1.[O-]P([O-])([O-])=O.[K+].[K+].[K+]. Product: [CH:54]1[C:62]2[C:61]3[CH:63]=[CH:64][CH:65]=[CH:66][C:60]=3[S:59][C:58]=2[C:57]([C:67]2[CH:68]=[C:69]([C:73]3[CH:78]=[CH:77][CH:76]=[C:75]([C:7]4[CH:22]=[CH:21][C:10]5[S:11][C:12]6[S:16][C:15]7[CH:17]=[CH:18][CH:19]=[CH:20][C:14]=7[C:13]=6[C:9]=5[CH:8]=4)[CH:74]=3)[CH:70]=[CH:71][CH:72]=2)=[CH:56][CH:55]=1. The catalyst class is: 720. (3) Reactant: [Br:1][C:2]1[CH:3]=[C:4]2[C:8](=[CH:9][CH:10]=1)[NH:7][C:6](=[O:11])[CH2:5]2.[CH2:12]([N:14]([CH2:29][CH3:30])[CH2:15][CH2:16][CH2:17][C:18]1[CH:19]=[C:20]2[C:24](=[CH:25][CH:26]=1)[NH:23][C:22]([CH:27]=O)=[CH:21]2)[CH3:13].N1CCCCC1. Product: [Br:1][C:2]1[CH:3]=[C:4]2[C:8](=[CH:9][CH:10]=1)[NH:7][C:6](=[O:11])[C:5]2=[CH:27][C:22]1[NH:23][C:24]2[C:20]([CH:21]=1)=[CH:19][C:18]([CH2:17][CH2:16][CH2:15][N:14]([CH2:29][CH3:30])[CH2:12][CH3:13])=[CH:26][CH:25]=2. The catalyst class is: 8. (4) Reactant: [CH2:1]([NH:8][C:9](=[O:36])[N:10]([CH2:13][C:14]1[CH:19]=[C:18]([C:20]([F:23])([F:22])[F:21])[CH:17]=[CH:16][C:15]=1[C:24]1[C:29]([O:30][CH3:31])=[CH:28][CH:27]=[C:26]([CH2:32][C:33]([OH:35])=[O:34])[CH:25]=1)[CH2:11][CH3:12])[C:2]1[CH:7]=[CH:6][CH:5]=[CH:4][CH:3]=1.[CH2:37]([O:44][C:45]([C@@H:47]1[C@@H:52]([OH:53])[C@H:51]([OH:54])[C@@H:50]([OH:55])[C@H:49](O)[O:48]1)=[O:46])[C:38]1[CH:43]=[CH:42][CH:41]=[CH:40][CH:39]=1.CN(C(ON1N=NC2C=CC=NC1=2)=[N+](C)C)C.F[P-](F)(F)(F)(F)F.C[N+]1([O-])CCOCC1. Product: [CH2:37]([O:44][C:45]([C@@H:47]1[C@@H:52]([OH:53])[C@H:51]([OH:54])[C@@H:50]([OH:55])[C@H:49]([O:34][C:33](=[O:35])[CH2:32][C:26]2[CH:25]=[C:24]([C:15]3[CH:16]=[CH:17][C:18]([C:20]([F:22])([F:23])[F:21])=[CH:19][C:14]=3[CH2:13][N:10]([CH2:11][CH3:12])[C:9]([NH:8][CH2:1][C:2]3[CH:3]=[CH:4][CH:5]=[CH:6][CH:7]=3)=[O:36])[C:29]([O:30][CH3:31])=[CH:28][CH:27]=2)[O:48]1)=[O:46])[C:38]1[CH:39]=[CH:40][CH:41]=[CH:42][CH:43]=1. The catalyst class is: 23.